Predict which catalyst facilitates the given reaction. From a dataset of Catalyst prediction with 721,799 reactions and 888 catalyst types from USPTO. (1) Reactant: [CH2:1]([S:4]([N:7]([C:14]1[CH:19]=[CH:18][CH:17]=[C:16]([O:20][C:21]2[CH:22]=[C:23]3[C:28](=[CH:29][CH:30]=2)[N:27]=[CH:26][CH:25]=[N:24]3)[CH:15]=1)S(CCC)(=O)=O)(=[O:6])=[O:5])[CH2:2][CH3:3].[OH-].[Na+]. Product: [N:27]1[C:28]2[C:23](=[CH:22][C:21]([O:20][C:16]3[CH:15]=[C:14]([NH:7][S:4]([CH2:1][CH2:2][CH3:3])(=[O:5])=[O:6])[CH:19]=[CH:18][CH:17]=3)=[CH:30][CH:29]=2)[N:24]=[CH:25][CH:26]=1. The catalyst class is: 5. (2) Reactant: [C:1]([C:4]1[CH:9]=[CH:8][C:7]([C:10]([NH:13][C:14](=[O:16])[CH3:15])([CH3:12])[CH3:11])=[CH:6][CH:5]=1)(=[O:3])[CH3:2].[BH4-].[Na+].Cl. Product: [OH:3][CH:1]([C:4]1[CH:9]=[CH:8][C:7]([C:10]([NH:13][C:14](=[O:16])[CH3:15])([CH3:11])[CH3:12])=[CH:6][CH:5]=1)[CH3:2]. The catalyst class is: 5.